Dataset: Reaction yield outcomes from USPTO patents with 853,638 reactions. Task: Predict the reaction yield, written as a fraction of the theoretical maximum amount of product (1.0 means a 100% yield; for example, 0.34 means a 34% yield). (1) The reactants are [OH-].[K+].[N:3]1[CH:8]=[CH:7][CH:6]=[C:5]([CH:9]=[O:10])[CH:4]=1.[N+:11]([CH2:13][C:14]([N:16]1[CH2:20][CH2:19][CH2:18][CH2:17]1)=[O:15])#[C-:12]. The catalyst is CO. The product is [N:3]1[CH:8]=[CH:7][CH:6]=[C:5]([C@@H:9]2[O:10][CH:12]=[N:11][C@H:13]2[C:14]([N:16]2[CH2:20][CH2:19][CH2:18][CH2:17]2)=[O:15])[CH:4]=1. The yield is 0.390. (2) The reactants are [Br-:1].[Br-].[Br-].[NH+]1C=CC=CC=1.[NH+]1C=CC=CC=1.[NH+]1C=CC=CC=1.[C:22]([CH:25]1[O:30][C:29]2[CH:31]=[CH:32][CH:33]=[CH:34][C:28]=2[O:27][CH2:26]1)(=[O:24])[CH3:23].O. The catalyst is CC(O)=O. The product is [Br:1][CH2:23][C:22]([CH:25]1[O:30][C:29]2[CH:31]=[CH:32][CH:33]=[CH:34][C:28]=2[O:27][CH2:26]1)=[O:24]. The yield is 0.630.